From a dataset of Reaction yield outcomes from USPTO patents with 853,638 reactions. Predict the reaction yield, written as a fraction of the theoretical maximum amount of product (1.0 means a 100% yield; for example, 0.34 means a 34% yield). (1) The reactants are Br[C:2]1[CH:3]=[C:4]([S:12]([NH:15][C:16]2[CH:25]=[CH:24][C:19]([C:20]([O:22]C)=[O:21])=[C:18]([OH:26])[CH:17]=2)(=[O:14])=[O:13])[CH:5]=[C:6]([C:8]([F:11])([F:10])[F:9])[CH:7]=1.[OH:27][C:28]1[CH:33]=[CH:32][CH:31]=[CH:30][C:29]=1B1OC(C)(C)C(C)(C)O1. No catalyst specified. The product is [OH:26][C:18]1[CH:17]=[C:16]([NH:15][S:12]([C:4]2[CH:3]=[C:2]([C:29]3[CH:30]=[CH:31][CH:32]=[CH:33][C:28]=3[OH:27])[CH:7]=[C:6]([C:8]([F:10])([F:11])[F:9])[CH:5]=2)(=[O:13])=[O:14])[CH:25]=[CH:24][C:19]=1[C:20]([OH:22])=[O:21]. The yield is 0.720. (2) The reactants are [CH3:1][N:2]1[C:6]2=[N:7][CH:8]=[CH:9][CH:10]=[C:5]2[CH:4]=[C:3]1[C:11]1[CH:16]=[CH:15][CH:14]=[CH:13][CH:12]=1.Cl.[CH3:18][NH:19][CH3:20].[CH3:21]C1OC(C)OC(C)O1. The catalyst is C(O)CCC. The product is [CH3:18][N:19]([CH3:21])[CH2:20][C:4]1[C:5]2[C:6](=[N:7][CH:8]=[CH:9][CH:10]=2)[N:2]([CH3:1])[C:3]=1[C:11]1[CH:16]=[CH:15][CH:14]=[CH:13][CH:12]=1. The yield is 0.810. (3) The reactants are Cl.Cl.[NH2:3][C@@H:4]1[CH:9]2[CH2:10][CH2:11][N:6]([CH2:7][CH2:8]2)[CH2:5]1.[H-].[Na+].O=[CH:15][CH2:16][CH2:17][N:18]1[C:26]2[C:21](=[CH:22][CH:23]=[CH:24][C:25]=2[C:27]([O:29][CH3:30])=[O:28])[CH:20]=[CH:19]1.C(O[BH-](OC(=O)C)OC(=O)C)(=O)C.[Na+]. The catalyst is O1CCOCC1.C(O)(=O)C. The product is [N:6]12[CH2:11][CH2:10][CH:9]([CH2:8][CH2:7]1)[C@@H:4]([NH:3][CH2:15][CH2:16][CH2:17][N:18]1[C:26]3[C:21](=[CH:22][CH:23]=[CH:24][C:25]=3[C:27]([O:29][CH3:30])=[O:28])[CH:20]=[CH:19]1)[CH2:5]2. The yield is 0.770. (4) The reactants are [C:1]([C:4]1[CH:28]=[CH:27][C:7]([O:8][CH2:9][C:10]2[CH:15]=[CH:14][C:13]([CH:16]([OH:26])[C:17]3[CH:18]=[C:19]([CH:23]=[CH:24][CH:25]=3)[C:20]([OH:22])=[O:21])=[CH:12][CH:11]=2)=[C:6]([CH2:29][CH2:30][CH3:31])[C:5]=1[OH:32])(=[O:3])[CH3:2].C(C1C=CC(OCC2C=CC(C(C3C=C(C=CC=3)C#N)=O)=CC=2)=C(CCC)C=1O)(=O)C. No catalyst specified. The product is [C:1]([C:4]1[CH:28]=[CH:27][C:7]([O:8][CH2:9][C:10]2[CH:11]=[CH:12][C:13]([C:16]([C:17]3[CH:18]=[C:19]([CH:23]=[CH:24][CH:25]=3)[C:20]([OH:22])=[O:21])=[O:26])=[CH:14][CH:15]=2)=[C:6]([CH2:29][CH2:30][CH3:31])[C:5]=1[OH:32])(=[O:3])[CH3:2]. The yield is 1.00. (5) The reactants are Br[C:2]1[C:10]2[C:9]([NH:11][C@H:12]([C:14]3[N:19]([C:20]4[CH:25]=[CH:24][CH:23]=[CH:22][CH:21]=4)[C:18](=[O:26])[C:17]4=[C:27]([CH3:30])[CH:28]=[CH:29][N:16]4[N:15]=3)[CH3:13])=[N:8][CH:7]=[N:6][C:5]=2[N:4]([CH2:31][O:32][CH2:33][CH2:34][Si:35]([CH3:38])([CH3:37])[CH3:36])[CH:3]=1.CC1(C)C(C)(C)OB([C:47]2[CH:55]=[CH:54][CH:53]=[C:52]3[C:48]=2[CH:49]=[N:50][NH:51]3)O1.C(=O)([O-])[O-].[Na+].[Na+]. The catalyst is Cl[Pd](Cl)([P](C1C=CC=CC=1)(C1C=CC=CC=1)C1C=CC=CC=1)[P](C1C=CC=CC=1)(C1C=CC=CC=1)C1C=CC=CC=1. The product is [NH:51]1[C:52]2[C:48](=[C:47]([C:2]3[C:10]4[C:9]([NH:11][C@H:12]([C:14]5[N:19]([C:20]6[CH:25]=[CH:24][CH:23]=[CH:22][CH:21]=6)[C:18](=[O:26])[C:17]6=[C:27]([CH3:30])[CH:28]=[CH:29][N:16]6[N:15]=5)[CH3:13])=[N:8][CH:7]=[N:6][C:5]=4[N:4]([CH2:31][O:32][CH2:33][CH2:34][Si:35]([CH3:38])([CH3:37])[CH3:36])[CH:3]=3)[CH:55]=[CH:54][CH:53]=2)[CH:49]=[N:50]1. The yield is 0.510. (6) The reactants are [F:1][C:2]1[CH:7]=[CH:6][C:5]([C@@:8]([NH:26][C:27]([NH:29][CH2:30][C:31]([F:34])([F:33])[F:32])=[O:28])([C:12]2[CH:17]=[C:16]([O:18][C:19]([F:24])([F:23])[CH:20]([F:22])[F:21])[CH:15]=[C:14]([F:25])[CH:13]=2)[CH2:9][CH:10]=[CH2:11])=[CH:4][C:3]=1[C:35]([F:38])([F:37])[F:36].[CH2:39]([Zn]CC)C.ICI.Cl. The catalyst is C1(C)C=CC=CC=1. The product is [CH:10]1([CH2:9][C@@:8]([NH:26][C:27]([NH:29][CH2:30][C:31]([F:32])([F:33])[F:34])=[O:28])([C:5]2[CH:6]=[CH:7][C:2]([F:1])=[C:3]([C:35]([F:38])([F:36])[F:37])[CH:4]=2)[C:12]2[CH:17]=[C:16]([O:18][C:19]([F:23])([F:24])[CH:20]([F:22])[F:21])[CH:15]=[C:14]([F:25])[CH:13]=2)[CH2:39][CH2:11]1. The yield is 0.320. (7) The reactants are [Si:1]([O:8][C:9]1[C:18]2[C:13](=[CH:14][CH:15]=[CH:16][CH:17]=2)[C:12]([C:19]#[C:20][CH2:21][CH2:22][NH:23][C:24](=[O:33])[O:25][CH2:26][C:27]2[CH:32]=[CH:31][CH:30]=[CH:29][CH:28]=2)=[CH:11][CH:10]=1)([C:4]([CH3:7])([CH3:6])[CH3:5])([CH3:3])[CH3:2].ClC(OCC1C=CC=CC=1)=O. The catalyst is CO.C(Cl)Cl.C([O-])(O)=O.[Na+].[Pd]. The product is [Si:1]([O:8][C:9]1[C:18]2[C:13](=[CH:14][CH:15]=[CH:16][CH:17]=2)[C:12]([CH2:19][CH2:20][CH2:21][CH2:22][NH:23][C:24](=[O:33])[O:25][CH2:26][C:27]2[CH:32]=[CH:31][CH:30]=[CH:29][CH:28]=2)=[CH:11][CH:10]=1)([C:4]([CH3:7])([CH3:6])[CH3:5])([CH3:3])[CH3:2]. The yield is 0.770.